From a dataset of Forward reaction prediction with 1.9M reactions from USPTO patents (1976-2016). Predict the product of the given reaction. (1) Given the reactants [S:1]1[CH:5]=[N:4][N:3]=[C:2]1[O:6][C:7]1[CH:8]=[C:9]([CH3:23])[C:10]2[C@@H:14]([CH2:15][C:16]([O:18][CH2:19][CH3:20])=[O:17])[O:13][B:12]([OH:21])[C:11]=2[CH:22]=1.C1COCC1.[Li+].[OH-].Cl, predict the reaction product. The product is: [S:1]1[CH:5]=[N:4][N:3]=[C:2]1[O:6][C:7]1[CH:8]=[C:9]([CH3:23])[C:10]2[C@H:14]([CH2:15][C:16]([O:18][CH2:19][CH3:20])=[O:17])[O:13][B:12]([OH:21])[C:11]=2[CH:22]=1. (2) Given the reactants [C:1]([O:5][C:6](=[O:24])[NH:7][CH2:8][C@H:9]1[CH2:14][CH2:13][C@@H:12]([CH2:15][NH:16]C(OC(C)(C)C)=O)[CH2:11][CH2:10]1)([CH3:4])([CH3:3])[CH3:2].Cl.CC(OC(OC(OC(C)(C)C)=O)=O)(C)C, predict the reaction product. The product is: [C:1]([O:5][C:6](=[O:24])[NH:7][CH2:8][C@H:9]1[CH2:10][CH2:11][C@@H:12]([CH2:15][NH2:16])[CH2:13][CH2:14]1)([CH3:4])([CH3:2])[CH3:3].